Dataset: Full USPTO retrosynthesis dataset with 1.9M reactions from patents (1976-2016). Task: Predict the reactants needed to synthesize the given product. (1) Given the product [CH3:11][O:10][C:5]1[CH:4]=[CH:3][C:2]([C:15]2[CH:16]=[CH:17][CH:18]=[CH:19][C:14]=2[S:13][CH3:12])=[CH:9][C:6]=1[CH:7]=[O:8], predict the reactants needed to synthesize it. The reactants are: Br[C:2]1[CH:3]=[CH:4][C:5]([O:10][CH3:11])=[C:6]([CH:9]=1)[CH:7]=[O:8].[CH3:12][S:13][C:14]1[CH:19]=[CH:18][CH:17]=[CH:16][C:15]=1B(O)O.C(=O)([O-])[O-].[K+].[K+]. (2) Given the product [Cl:1][C:2]1[CH:3]=[C:4]([C:12]2[S:13][C:14]([C:17]3[C:18]([O:28][CH3:29])=[C:19]([CH2:24][CH:25]=[O:26])[CH:20]=[C:21]([F:23])[CH:22]=3)=[CH:15][N:16]=2)[CH:5]=[CH:6][C:7]=1[O:8][CH:9]([CH3:11])[CH3:10], predict the reactants needed to synthesize it. The reactants are: [Cl:1][C:2]1[CH:3]=[C:4]([C:12]2[S:13][C:14]([C:17]3[CH:22]=[C:21]([F:23])[CH:20]=[C:19](/[CH:24]=[CH:25]/[O:26]C)[C:18]=3[O:28][CH3:29])=[CH:15][N:16]=2)[CH:5]=[CH:6][C:7]=1[O:8][CH:9]([CH3:11])[CH3:10].Cl. (3) Given the product [CH3:25][NH:26][C:2]1[N:9]=[C:8]([C:10]2[C:19]3[C:14](=[CH:15][CH:16]=[CH:17][CH:18]=3)[CH:13]=[CH:12][CH:11]=2)[CH:7]=[CH:6][C:3]=1[C:4]#[N:5], predict the reactants needed to synthesize it. The reactants are: Cl[C:2]1[N:9]=[C:8]([C:10]2[C:19]3[C:14](=[CH:15][CH:16]=[CH:17][CH:18]=3)[CH:13]=[CH:12][CH:11]=2)[CH:7]=[CH:6][C:3]=1[C:4]#[N:5].C1COCC1.[CH3:25][NH2:26]. (4) Given the product [CH3:22][C:19]([CH3:20])([CH3:21])[C:18]([C:15]1[CH:14]=[CH:13][C:12]([CH2:11][CH:7]([C:8](=[O:10])[CH3:9])[C:6]([NH:25][C:26]2[CH:27]=[C:28]([OH:33])[CH:29]=[CH:30][C:31]=2[F:32])=[O:24])=[CH:17][CH:16]=1)=[O:23], predict the reactants needed to synthesize it. The reactants are: C(S[C:6](=[O:24])[CH:7]([CH2:11][C:12]1[CH:17]=[CH:16][C:15]([C:18](=[O:23])[C:19]([CH3:22])([CH3:21])[CH3:20])=[CH:14][CH:13]=1)[C:8](=[O:10])[CH3:9])(C)(C)C.[NH2:25][C:26]1[CH:27]=[C:28]([OH:33])[CH:29]=[CH:30][C:31]=1[F:32]. (5) Given the product [F:42][C:39]([F:40])([F:41])[C:36]1[CH:37]=[CH:38][C:33](/[CH:32]=[CH:31]/[C:28]2[O:29][CH:30]=[C:26]([CH2:25][O:1][C:2]3[CH:7]=[CH:6][C:5]([CH2:8][CH2:9][CH2:10][CH2:11][N:12]4[CH:16]=[CH:15][N:14]=[C:13]4[CH2:17][CH:18]([OH:21])[CH2:19][OH:20])=[CH:4][CH:3]=3)[N:27]=2)=[CH:34][CH:35]=1, predict the reactants needed to synthesize it. The reactants are: [OH:1][C:2]1[CH:7]=[CH:6][C:5]([CH2:8][CH2:9][CH2:10][CH2:11][N:12]2[CH:16]=[CH:15][N:14]=[C:13]2[CH2:17][CH:18]([OH:21])[CH2:19][OH:20])=[CH:4][CH:3]=1.[H-].[Na+].Cl[CH2:25][C:26]1[N:27]=[C:28](/[CH:31]=[CH:32]/[C:33]2[CH:38]=[CH:37][C:36]([C:39]([F:42])([F:41])[F:40])=[CH:35][CH:34]=2)[O:29][CH:30]=1. (6) The reactants are: [CH:1]1([C:4](=O)[CH2:5][NH:6][C:7]2[C:8]([CH3:16])=[CH:9][C:10]([F:15])=[C:11]([CH:14]=2)[C:12]#[N:13])[CH2:3][CH2:2]1.[S-:18][C:19]#[N:20].[K+]. Given the product [CH:1]1([C:4]2[N:20]=[C:19]([SH:18])[N:6]([C:7]3[C:8]([CH3:16])=[CH:9][C:10]([F:15])=[C:11]([CH:14]=3)[C:12]#[N:13])[CH:5]=2)[CH2:3][CH2:2]1, predict the reactants needed to synthesize it. (7) Given the product [Cl:1][C:2]1[N:3]=[C:4]([C:9]([NH:11][C:12]2[CH:17]=[CH:16][C:15]([C:18]3[O:19][CH:20]=[C:21]([C:23]([OH:25])=[O:24])[N:22]=3)=[CH:14][C:13]=2[O:27][CH3:28])=[O:10])[NH:5][C:6]=1[CH2:7][CH3:8], predict the reactants needed to synthesize it. The reactants are: [Cl:1][C:2]1[N:3]=[C:4]([C:9]([NH:11][C:12]2[CH:17]=[CH:16][C:15]([C:18]3[O:19][CH:20]=[C:21]([C:23]([O:25]C)=[O:24])[N:22]=3)=[CH:14][C:13]=2[O:27][CH3:28])=[O:10])[NH:5][C:6]=1[CH2:7][CH3:8].[OH-].[Li+].CO. (8) Given the product [OH:48][CH2:47][CH2:46][N:44]([C:41]1[CH:42]=[CH:43][C:38]([NH:37][C:34](=[O:35])[CH2:33][N:31]2[CH:32]=[C:28]([O:27][C:18]3[C:17]4[C:22](=[CH:23][C:24]([O:25][CH3:26])=[C:15]([O:14][CH3:13])[CH:16]=4)[N:21]=[CH:20][N:19]=3)[CH:29]=[N:30]2)=[N:39][CH:40]=1)[CH3:45], predict the reactants needed to synthesize it. The reactants are: Cl.CN(C)CCCN=C=NCC.[CH3:13][O:14][C:15]1[CH:16]=[C:17]2[C:22](=[CH:23][C:24]=1[O:25][CH3:26])[N:21]=[CH:20][N:19]=[C:18]2[O:27][C:28]1[CH:29]=[N:30][N:31]([CH2:33][C:34](O)=[O:35])[CH:32]=1.[NH2:37][C:38]1[CH:43]=[CH:42][C:41]([N:44]([CH2:46][CH2:47][OH:48])[CH3:45])=[CH:40][N:39]=1.OC1C=CC=C[N+]=1[O-]. (9) The reactants are: [Cl:1][C:2]1[N:7]=[C:6](Cl)[CH:5]=[C:4]([N:9]2[CH2:13][CH2:12][CH2:11][CH2:10]2)[N:3]=1.[CH3:14][O-:15].[Na+].CO.O. Given the product [Cl:1][C:2]1[N:7]=[C:6]([O:15][CH3:14])[CH:5]=[C:4]([N:9]2[CH2:13][CH2:12][CH2:11][CH2:10]2)[N:3]=1, predict the reactants needed to synthesize it. (10) Given the product [F:1][C:2]1[C:7]([F:8])=[C:6]([F:9])[CH:5]=[CH:4][C:3]=1[C:14]1[CH:23]=[CH:22][C:21]([N+:24]([O-:26])=[O:25])=[CH:20][C:15]=1[C:16]([O:18][CH3:19])=[O:17], predict the reactants needed to synthesize it. The reactants are: [F:1][C:2]1[C:7]([F:8])=[C:6]([F:9])[CH:5]=[CH:4][C:3]=1B(O)O.Br[C:14]1[CH:23]=[CH:22][C:21]([N+:24]([O-:26])=[O:25])=[CH:20][C:15]=1[C:16]([O:18][CH3:19])=[O:17].C(=O)([O-])[O-].[Na+].[Na+].C(O)C.